Dataset: Forward reaction prediction with 1.9M reactions from USPTO patents (1976-2016). Task: Predict the product of the given reaction. (1) Given the reactants [F:1][C:2]1[CH:3]=[C:4]([N:11]2[CH2:15][C@H:14]([CH2:16][NH:17][C:18](=[O:24])[O:19][C:20]([CH3:23])([CH3:22])[CH3:21])[O:13][C:12]2=[O:25])[CH:5]=[CH:6][C:7]=1[C:8](=[S:10])[NH2:9].[Cl:26][CH:27](Cl)[C:28](=O)[CH3:29], predict the reaction product. The product is: [Cl:26][CH2:27][C:28]1[N:9]=[C:8]([C:7]2[CH:6]=[CH:5][C:4]([N:11]3[CH2:15][C@H:14]([CH2:16][NH:17][C:18](=[O:24])[O:19][C:20]([CH3:22])([CH3:21])[CH3:23])[O:13][C:12]3=[O:25])=[CH:3][C:2]=2[F:1])[S:10][CH:29]=1. (2) The product is: [O:44]1[CH2:49][CH2:48][O:47][CH2:46][CH:45]1[C:50]1[C:58]2[S:57][C:56]([NH:59][C:4](=[O:6])[C:3]3[CH:7]=[CH:8][CH:9]=[CH:10][C:2]=3[F:1])=[N:55][C:54]=2[C:53]([O:60][CH3:61])=[CH:52][CH:51]=1. Given the reactants [F:1][C:2]1[CH:10]=[CH:9][CH:8]=[CH:7][C:3]=1[C:4]([OH:6])=O.CN(C(ON1N=NC2C=CC=NC1=2)=[N+](C)C)C.F[P-](F)(F)(F)(F)F.C(N(C(C)C)C(C)C)C.[O:44]1[CH2:49][CH2:48][O:47][CH2:46][CH:45]1[C:50]1[C:58]2[S:57][C:56]([NH2:59])=[N:55][C:54]=2[C:53]([O:60][CH3:61])=[CH:52][CH:51]=1, predict the reaction product. (3) Given the reactants [CH2:1]([OH:5])[CH2:2][CH2:3][CH3:4].C(N(C(C)C)CC)(C)C.[CH:15]([S:17](Cl)(=[O:19])=[O:18])=[CH2:16], predict the reaction product. The product is: [CH2:1]([O:5][S:17]([CH2:15][CH3:16])(=[O:19])=[O:18])[CH2:2][CH2:3][CH3:4]. (4) Given the reactants [CH2:1]([N:8]1[CH2:12][CH2:11][C:10](=O)[CH2:9]1)[C:2]1[CH:7]=[CH:6][CH:5]=[CH:4][CH:3]=1.Cl.[NH2:15][OH:16], predict the reaction product. The product is: [CH2:1]([N:8]1[CH2:12][CH2:11][C:10](=[N:15][OH:16])[CH2:9]1)[C:2]1[CH:7]=[CH:6][CH:5]=[CH:4][CH:3]=1. (5) Given the reactants [C:1]([C:3]1[C:8]([C:9]2[CH:14]=[CH:13][CH:12]=[CH:11][C:10]=2[CH3:15])=[CH:7][C:6](C(O)=O)=[CH:5][CH:4]=1)#[N:2].C1(P(N=[N+]=[N-])(C2C=CC=CC=2)=[O:26])C=CC=CC=1.C([N:38]([CH2:41]C)CC)C.[C:43]([OH:47])([CH3:46])([CH3:45])[CH3:44], predict the reaction product. The product is: [C:43]([O:47][C:41]([NH:38][C:7]1[CH:6]=[CH:5][CH:4]=[C:3]([C:1]#[N:2])[C:8]=1[C:9]1[CH:14]=[CH:13][CH:12]=[CH:11][C:10]=1[CH3:15])=[O:26])([CH3:46])([CH3:45])[CH3:44]. (6) Given the reactants C(OC([N:8]1[CH2:13][CH2:12][CH:11]([S:14][C:15]2[CH:20]=[CH:19][CH:18]=[CH:17][C:16]=2[Br:21])[CH2:10][CH2:9]1)=O)(C)(C)C.[ClH:22], predict the reaction product. The product is: [ClH:22].[Br:21][C:16]1[CH:17]=[CH:18][CH:19]=[CH:20][C:15]=1[S:14][CH:11]1[CH2:12][CH2:13][NH:8][CH2:9][CH2:10]1. (7) Given the reactants [CH3:1][O:2][C:3]([C:5]1[S:6][C:7]([N+:11]([O-:13])=[O:12])=[C:8](Br)[CH:9]=1)=[O:4].[CH3:14][O:15][C:16]1[CH:21]=[CH:20][CH:19]=[CH:18][C:17]=1[SH:22], predict the reaction product. The product is: [CH3:1][O:2][C:3]([C:5]1[S:6][C:7]([N+:11]([O-:13])=[O:12])=[C:8]([S:22][C:17]2[CH:18]=[CH:19][CH:20]=[CH:21][C:16]=2[O:15][CH3:14])[CH:9]=1)=[O:4].